Dataset: Full USPTO retrosynthesis dataset with 1.9M reactions from patents (1976-2016). Task: Predict the reactants needed to synthesize the given product. (1) Given the product [Si:5]([O:8][C:9]1[CH:14]=[CH:13][CH:12]=[CH:11][C:10]=1[CH2:15]/[CH:16]=[CH:17]/[C:20](=[O:21])[CH3:18])([C:1]([CH3:4])([CH3:3])[CH3:2])([CH3:7])[CH3:6], predict the reactants needed to synthesize it. The reactants are: [C:1]([Si:5]([O:8][C:9]1[CH:14]=[CH:13][CH:12]=[CH:11][C:10]=1[CH2:15][CH:16]=[CH2:17])([CH3:7])[CH3:6])([CH3:4])([CH3:3])[CH3:2].[CH:18]([C:20](C)=[O:21])=C. (2) The reactants are: C(N1CCC(NC)CC1)C1C=CC=CC=1.[CH2:16]([N:23]1[CH2:28][CH2:27][CH:26]([N:29]([CH3:42])[C:30](=[O:41])[CH2:31][O:32][C:33]2[N:38]=[C:37]([CH3:39])[CH:36]=[C:35]([CH3:40])[N:34]=2)[CH2:25][CH2:24]1)[C:17]1[CH:22]=[CH:21][CH:20]=[CH:19][CH:18]=1.[ClH:43].C(OCC)(=O)C. Given the product [CH2:16]([N:23]1[CH2:28][CH2:27][CH:26]([N:29]([CH3:42])[C:30](=[O:41])[CH2:31][O:32][C:33]2[N:38]=[C:37]([CH3:39])[CH:36]=[C:35]([CH3:40])[N:34]=2)[CH2:25][CH2:24]1)[C:17]1[CH:18]=[CH:19][CH:20]=[CH:21][CH:22]=1.[ClH:43].[CH2:16]([N:23]1[CH2:28][CH2:27][CH:26]([N:29]([CH3:42])[C:30](=[O:41])[CH2:31][O:32][C:33]2[N:38]=[C:37]([CH3:39])[CH:36]=[C:35]([CH3:40])[N:34]=2)[CH2:25][CH2:24]1)[C:17]1[CH:18]=[CH:19][CH:20]=[CH:21][CH:22]=1, predict the reactants needed to synthesize it. (3) Given the product [Cl:1][C:2]1[CH:3]=[C:4]([CH:9]=[C:10]([Cl:12])[CH:11]=1)[C:5]([NH:7][NH:8][C:21](=[O:22])[CH2:20][Cl:19])=[O:6], predict the reactants needed to synthesize it. The reactants are: [Cl:1][C:2]1[CH:3]=[C:4]([CH:9]=[C:10]([Cl:12])[CH:11]=1)[C:5]([NH:7][NH2:8])=[O:6].C([O-])([O-])=O.[K+].[K+].[Cl:19][CH2:20][C:21](Cl)=[O:22]. (4) Given the product [CH2:1]([C:4]1([C:17]2[CH:26]=[CH:25][C:24]3[C:23]([CH3:28])([CH3:27])[CH2:22][CH2:21][C:20]([CH3:30])([CH3:29])[C:19]=3[CH:18]=2)[C:8]2[CH:9]=[CH:10][C:11]([C:13]([OH:15])=[O:14])=[CH:12][C:7]=2[O:6][CH2:5]1)[CH:2]=[CH2:3], predict the reactants needed to synthesize it. The reactants are: [CH2:1]([C:4]1([C:17]2[CH:26]=[CH:25][C:24]3[C:23]([CH3:28])([CH3:27])[CH2:22][CH2:21][C:20]([CH3:30])([CH3:29])[C:19]=3[CH:18]=2)[C:8]2[CH:9]=[CH:10][C:11]([C:13]([O:15]C)=[O:14])=[CH:12][C:7]=2[O:6][CH2:5]1)[CH:2]=[CH2:3].[OH-].[Na+].[OH-].[Li+]. (5) Given the product [Cl:1][C:2]1[CH:10]=[CH:9][C:5]([C:6](=[O:8])[CH3:14])=[C:4]([N+:11]([O-:13])=[O:12])[CH:3]=1, predict the reactants needed to synthesize it. The reactants are: [Cl:1][C:2]1[CH:10]=[CH:9][C:5]([C:6]([OH:8])=O)=[C:4]([N+:11]([O-:13])=[O:12])[CH:3]=1.[C:14](Cl)(=O)C(Cl)=O.C(OCC)(=O)CC(OCC)=O.[H-].[Na+]. (6) Given the product [CH3:1][O:2][C:3]1[CH:4]=[C:5]2[C:10](=[CH:11][C:12]=1[O:13][CH3:14])[N:9]=[C:8]([C:15]1[CH:16]=[CH:17][C:18]([F:21])=[CH:19][CH:20]=1)[N:7]=[C:6]2[C:22]([N:32]1[CH2:31][CH2:30][C:29]2[C:34](=[CH:35][CH:36]=[CH:37][C:28]=2[O:27][CH3:26])[CH2:33]1)=[O:23], predict the reactants needed to synthesize it. The reactants are: [CH3:1][O:2][C:3]1[CH:4]=[C:5]2[C:10](=[CH:11][C:12]=1[O:13][CH3:14])[N:9]=[C:8]([C:15]1[CH:20]=[CH:19][C:18]([F:21])=[CH:17][CH:16]=1)[N:7]=[C:6]2[C:22](O)=[O:23].Cl.[CH3:26][O:27][C:28]1[CH:37]=[CH:36][CH:35]=[C:34]2[C:29]=1[CH2:30][CH2:31][NH:32][CH2:33]2. (7) Given the product [CH3:16][O:15][C:8]1[CH:9]=[CH:10][C:11]2[NH:12][CH:17]=[N:1][C:2]=2[C:3]=1[C:4]([O:6][CH3:7])=[O:5], predict the reactants needed to synthesize it. The reactants are: [NH2:1][C:2]1[C:11]([N+:12]([O-])=O)=[CH:10][CH:9]=[C:8]([O:15][CH3:16])[C:3]=1[C:4]([O:6][CH3:7])=[O:5].[CH:17](OC)(OC)OC.